This data is from Forward reaction prediction with 1.9M reactions from USPTO patents (1976-2016). The task is: Predict the product of the given reaction. (1) The product is: [CH3:1][C:2]1[O:6][N:5]=[C:4]([C:7]2[CH:12]=[CH:11][CH:10]=[CH:9][CH:8]=2)[C:3]=1[C:13]1[CH:14]=[C:15]([NH:18][C:26](=[O:34])[C:27]2[CH:32]=[CH:31][CH:30]=[CH:29][CH:28]=2)[NH:16][N:17]=1. Given the reactants [CH3:1][C:2]1[O:6][N:5]=[C:4]([C:7]2[CH:12]=[CH:11][CH:10]=[CH:9][CH:8]=2)[C:3]=1[C:13]1[CH:14]=[C:15]([NH2:18])[NH:16][N:17]=1.C(N(CC)CC)C.[CH2:26](Cl)[C:27]1[CH:32]=[CH:31][CH:30]=[CH:29][CH:28]=1.[O:34]1CCOCC1, predict the reaction product. (2) Given the reactants [CH3:1][O:2][C:3](=[O:17])[CH2:4][CH2:5][CH:6]1[O:10][B:9]([OH:11])[C:8]2[CH:12]=[C:13]([OH:16])[CH:14]=[CH:15][C:7]1=2.[H-].[Na+].Cl[C:21]1[N:26]=[CH:25][CH:24]=[CH:23][N:22]=1.Cl, predict the reaction product. The product is: [CH3:1][O:2][C:3](=[O:17])[CH2:4][CH2:5][CH:6]1[O:10][B:9]([OH:11])[C:8]2[CH:12]=[C:13]([O:16][C:21]3[N:26]=[CH:25][CH:24]=[CH:23][N:22]=3)[CH:14]=[CH:15][C:7]1=2. (3) Given the reactants [CH2:1]([O:3][C:4](=[O:15])[C:5]([N:12]=[N+]=[N-])=[CH:6][C:7]1[S:8][CH:9]=[CH:10][CH:11]=1)[CH3:2].O, predict the reaction product. The product is: [CH2:1]([O:3][C:4]([C:5]1[NH:12][C:11]2[CH:10]=[CH:9][S:8][C:7]=2[CH:6]=1)=[O:15])[CH3:2]. (4) Given the reactants [Cl:1][C:2]1[N:3]=[CH:4][CH:5]=[C:6]2[CH:10]=[C:9]([CH:11]=[O:12])[NH:8][C:7]=12.[C:13]1([Mg]Br)[CH:18]=[CH:17][CH:16]=[CH:15][CH:14]=1.CCOCC.[NH4+].[Cl-], predict the reaction product. The product is: [Cl:1][C:2]1[N:3]=[CH:4][CH:5]=[C:6]2[CH:10]=[C:9]([CH:11]([C:13]3[CH:18]=[CH:17][CH:16]=[CH:15][CH:14]=3)[OH:12])[NH:8][C:7]=12.